Predict which catalyst facilitates the given reaction. From a dataset of Catalyst prediction with 721,799 reactions and 888 catalyst types from USPTO. (1) Reactant: [CH3:1][C:2]1[N:3]=[CH:4][N:5]([C:7]2[CH:14]=[CH:13][C:12]([O:15][C:16]([F:19])([F:18])[F:17])=[CH:11][C:8]=2[C:9]#[N:10])[CH:6]=1.[CH3:20][N+:21]([CH3:23])=[CH2:22].[I-]. Product: [CH3:20][N:21]([CH2:23][C:6]1[N:5]([C:7]2[CH:14]=[CH:13][C:12]([O:15][C:16]([F:19])([F:17])[F:18])=[CH:11][C:8]=2[C:9]#[N:10])[CH:4]=[N:3][C:2]=1[CH3:1])[CH3:22]. The catalyst class is: 3. (2) Reactant: [C:1]([C:3]1[CH:8]=[CH:7][CH:6]=[CH:5][C:4]=1/[CH:9]=[CH:10]\[C:11]([OH:13])=[O:12])#[N:2].[H][H]. Product: [C:1]([C:3]1[CH:8]=[CH:7][CH:6]=[CH:5][C:4]=1[CH2:9][CH2:10][C:11]([OH:13])=[O:12])#[N:2]. The catalyst class is: 29. (3) Reactant: [Cl:1][C:2]1[CH:7]=[C:6]([Cl:8])[N:5]=[C:4]([N:9]2[CH2:14][CH2:13][O:12][CH2:11][C@@H:10]2[CH3:15])[N:3]=1.C([Li])CCC.[O:21]1[CH2:25][CH2:24]OS1(=O)=O.Cl. Product: [Cl:8][C:6]1[C:7]([CH2:24][CH2:25][OH:21])=[C:2]([Cl:1])[N:3]=[C:4]([N:9]2[CH2:14][CH2:13][O:12][CH2:11][C@@H:10]2[CH3:15])[N:5]=1. The catalyst class is: 1. (4) Reactant: [N+:1]([CH2:4][CH2:5][C:6]1[C:14]2[C:13]([C:15]([O:17]C)=O)=[CH:12][CH:11]=[CH:10][C:9]=2[NH:8][CH:7]=1)([O-])=O.Cl. Product: [NH:8]1[C:9]2[CH:10]=[CH:11][CH:12]=[C:13]3[C:15](=[O:17])[NH:1][CH2:4][CH2:5][C:6]([C:14]=23)=[CH:7]1. The catalyst class is: 284. (5) Reactant: [F:1][C:2]1[CH:10]=[CH:9][C:5]([C:6](Cl)=[O:7])=[CH:4][CH:3]=1.Cl.[F:12][C:13]1[CH:18]=[CH:17][C:16]([N:19]([CH3:28])[C:20]([C@H:22]2[CH2:27][CH2:26][CH2:25][NH:24][CH2:23]2)=[O:21])=[CH:15][CH:14]=1.C(N(CC)CC)C. Product: [F:12][C:13]1[CH:14]=[CH:15][C:16]([N:19]([CH3:28])[C:20]([C@H:22]2[CH2:27][CH2:26][CH2:25][N:24]([C:6](=[O:7])[C:5]3[CH:9]=[CH:10][C:2]([F:1])=[CH:3][CH:4]=3)[CH2:23]2)=[O:21])=[CH:17][CH:18]=1. The catalyst class is: 4. (6) Reactant: [NH:1]([C:3]1[CH:4]=[C:5]([CH:15]=[CH:16][CH:17]=1)[CH2:6][CH2:7][NH:8][C:9](=[O:14])[C:10]([F:13])([F:12])[F:11])[NH2:2].[C:18]([CH2:24][C:25]#[N:26])(=O)[C:19]([CH3:22])([CH3:21])[CH3:20].Cl.CCO. Product: [NH2:26][C:25]1[N:1]([C:3]2[CH:4]=[C:5]([CH:15]=[CH:16][CH:17]=2)[CH2:6][CH2:7][NH:8][C:9](=[O:14])[C:10]([F:11])([F:12])[F:13])[N:2]=[C:18]([C:19]([CH3:22])([CH3:21])[CH3:20])[CH:24]=1. The catalyst class is: 14. (7) Reactant: [Si:1]([O:8][CH2:9][C:10]1[C:15]2[CH:16](O)[CH2:17][CH2:18][CH2:19][CH2:20][CH2:21][C:14]=2[CH:13]=[CH:12][CH:11]=1)([C:4]([CH3:7])([CH3:6])[CH3:5])([CH3:3])[CH3:2].C(N(CC)CC)C.CS(Cl)(=O)=O.[Cl-].[Li+].C1CCN2C(=NCCC2)CC1. Product: [C:4]([Si:1]([O:8][CH2:9][C:10]1[C:15]2[CH:16]=[CH:17][CH2:18][CH2:19][CH2:20][CH2:21][C:14]=2[CH:13]=[CH:12][CH:11]=1)([CH3:3])[CH3:2])([CH3:7])([CH3:5])[CH3:6]. The catalyst class is: 47. (8) Product: [F:5][C:6]1[CH:14]=[CH:13][C:9]([C:10]([OH:12])=[O:11])=[CH:8][C:7]=1[N+:1]([O-:4])=[O:2]. The catalyst class is: 82. Reactant: [N+:1]([O-:4])(O)=[O:2].[F:5][C:6]1[CH:14]=[CH:13][C:9]([C:10]([OH:12])=[O:11])=[CH:8][CH:7]=1.